From a dataset of Reaction yield outcomes from USPTO patents with 853,638 reactions. Predict the reaction yield, written as a fraction of the theoretical maximum amount of product (1.0 means a 100% yield; for example, 0.34 means a 34% yield). (1) The reactants are [ClH:1].[C:2](O)(=[O:9])[C:3]1[CH:8]=[CH:7][CH:6]=[N:5][CH:4]=1.C(Cl)(=O)C([Cl:14])=O. The catalyst is C(Cl)Cl.CN(C=O)C. The product is [ClH:14].[C:2]([Cl:1])(=[O:9])[C:3]1[CH:8]=[CH:7][CH:6]=[N:5][CH:4]=1. The yield is 0.900. (2) The reactants are [NH2:1][C@@H:2]([CH2:6][CH2:7][C:8]([O:10][CH3:11])=[O:9])[C:3]([OH:5])=[O:4].C([O-])(O)=O.[Na+].[CH3:17][C:18]([O:21][C:22](O[C:22]([O:21][C:18]([CH3:20])([CH3:19])[CH3:17])=[O:23])=[O:23])([CH3:20])[CH3:19]. The catalyst is O.O1CCOCC1. The product is [C:18]([O:21][C:22]([NH:1][C@@H:2]([CH2:6][CH2:7][C:8]([O:10][CH3:11])=[O:9])[C:3]([OH:5])=[O:4])=[O:23])([CH3:20])([CH3:19])[CH3:17]. The yield is 0.840. (3) The reactants are C[O:2][C:3]1[CH:8]=[CH:7][N:6]=[CH:5][CH:4]=1.[C:9]1([Mg]Br)[CH:14]=[CH:13][CH:12]=[CH:11][CH:10]=1.[Br:17][C:18]1[CH:23]=[C:22]([O:24][CH3:25])[C:21]([O:26][CH3:27])=[CH:20][C:19]=1[CH2:28][C:29](Cl)=[O:30].Cl. The catalyst is C1COCC1. The product is [Br:17][C:18]1[CH:23]=[C:22]([O:24][CH3:25])[C:21]([O:26][CH3:27])=[CH:20][C:19]=1[CH2:28][C:29]([N:6]1[CH:7]=[CH:8][C:3](=[O:2])[CH2:4][CH:5]1[C:9]1[CH:14]=[CH:13][CH:12]=[CH:11][CH:10]=1)=[O:30]. The yield is 0.570. (4) The reactants are C([O:3][C:4]([C:6]12[CH2:24][CH:23]1[CH:22]=[CH:21][CH2:20][O:19][CH2:18][CH2:17][CH2:16][CH:15]([NH:25][C:26]([O:28][C:29]([CH3:32])([CH3:31])[CH3:30])=[O:27])[C:14](=[O:33])[N:13]1[CH:9]([CH2:10][CH:11]([O:34][C:35]3[C:44]4[C:39](=[CH:40][C:41]([O:45][CH3:46])=[CH:42][CH:43]=4)[CH:38]=[CH:37][N:36]=3)[CH2:12]1)[C:8](=[O:47])[NH:7]2)=[O:5])C.O.CO.[OH-].[Li+]. The catalyst is C1COCC1.CO.C(Cl)(Cl)Cl. The product is [C:29]([O:28][C:26]([NH:25][CH:15]1[C:14](=[O:33])[N:13]2[CH:9]([CH2:10][CH:11]([O:34][C:35]3[C:44]4[C:39](=[CH:40][C:41]([O:45][CH3:46])=[CH:42][CH:43]=4)[CH:38]=[CH:37][N:36]=3)[CH2:12]2)[C:8](=[O:47])[NH:7][C:6]2([C:4]([OH:5])=[O:3])[CH:23]([CH2:24]2)[CH:22]=[CH:21][CH2:20][O:19][CH2:18][CH2:17][CH2:16]1)=[O:27])([CH3:32])([CH3:30])[CH3:31]. The yield is -0.700.